Dataset: CYP2C9 inhibition data for predicting drug metabolism from PubChem BioAssay. Task: Regression/Classification. Given a drug SMILES string, predict its absorption, distribution, metabolism, or excretion properties. Task type varies by dataset: regression for continuous measurements (e.g., permeability, clearance, half-life) or binary classification for categorical outcomes (e.g., BBB penetration, CYP inhibition). Dataset: cyp2c9_veith. (1) The molecule is Cc1cccc(C)c1-n1nnnc1C(C)(C)N=Cc1ccc(Cl)cc1. The result is 1 (inhibitor). (2) The compound is CCSC(N)=Nc1ccc(C(F)(F)F)cc1. The result is 0 (non-inhibitor). (3) The drug is COC(=O)[C@@H]1O[C@@H](SCCN)[C@@H](O)[C@H](O)[C@H]1O.O=S(=O)(O)O. The result is 0 (non-inhibitor). (4) The drug is COc1ccc(CNc2ncncc2-c2ccccc2C(F)(F)F)c(OC)c1. The result is 0 (non-inhibitor). (5) The result is 0 (non-inhibitor). The compound is CN(C)Cc1ccccc1-c1cncnc1NCc1ccccc1. (6) The drug is CCN(CC)CCNC(=O)C1CCC(=O)N(c2ccc(OC)cc2)C1c1ccc(F)cc1. The result is 0 (non-inhibitor). (7) The compound is CCN1CCN(C(=O)N[C@H](C(=O)N[C@@H]2C(=O)N3[C@@H](C(=O)[O-])C(C)(C)S[C@H]23)c2ccccc2)C(=O)C1=O.[Na+]. The result is 0 (non-inhibitor). (8) The drug is CC1=NOC(=O)/C1=C\c1ccc(-c2ccc(Cl)cc2Cl)o1. The result is 1 (inhibitor).